From a dataset of Full USPTO retrosynthesis dataset with 1.9M reactions from patents (1976-2016). Predict the reactants needed to synthesize the given product. (1) Given the product [CH3:7][CH:6]1[C:3]([CH2:2][O:24][C:13]2[CH:12]=[CH:11][C:16]([C:17]3[CH:22]=[CH:21][C:20]([O:23][CH2:2][C:3]4([CH2:9][CH3:10])[CH:6]([CH3:7])[O:25][CH:4]4[CH3:8])=[CH:19][CH:18]=3)=[CH:15][CH:14]=2)([CH2:9][CH3:10])[CH:4]([CH3:8])[O:5]1, predict the reactants needed to synthesize it. The reactants are: Cl[CH2:2][C:3]1([CH2:9][CH3:10])[CH:6]([CH3:7])[O:5][CH:4]1[CH3:8].[CH:11]1[C:16]([C:17]2[CH:22]=[CH:21][C:20]([OH:23])=[CH:19][CH:18]=2)=[CH:15][CH:14]=[C:13]([OH:24])[CH:12]=1.[OH-:25].[K+]. (2) Given the product [OH:4][CH2:3][C@@H:2]([NH:1][C:11](=[O:16])[CH2:12][CH2:13][CH:14]=[CH2:15])[C:5]1[CH:10]=[CH:9][CH:8]=[CH:7][CH:6]=1, predict the reactants needed to synthesize it. The reactants are: [NH2:1][C@@H:2]([C:5]1[CH:10]=[CH:9][CH:8]=[CH:7][CH:6]=1)[CH2:3][OH:4].[C:11](O)(=[O:16])[CH2:12][CH2:13][CH:14]=[CH2:15].